From a dataset of Peptide-MHC class I binding affinity with 185,985 pairs from IEDB/IMGT. Regression. Given a peptide amino acid sequence and an MHC pseudo amino acid sequence, predict their binding affinity value. This is MHC class I binding data. (1) The peptide sequence is VLYHRYNLV. The MHC is HLA-B45:06 with pseudo-sequence HLA-B45:06. The binding affinity (normalized) is 0.213. (2) The peptide sequence is YLLFASMGFK. The MHC is HLA-B51:01 with pseudo-sequence HLA-B51:01. The binding affinity (normalized) is 0.0462. (3) The peptide sequence is VTYNIKPVI. The MHC is HLA-A02:03 with pseudo-sequence HLA-A02:03. The binding affinity (normalized) is 0.105. (4) The peptide sequence is MLTNAISSR. The MHC is HLA-A68:01 with pseudo-sequence HLA-A68:01. The binding affinity (normalized) is 0.760. (5) The peptide sequence is SLLRNDVPM. The MHC is HLA-B08:01 with pseudo-sequence HLA-B08:01. The binding affinity (normalized) is 0.643. (6) The peptide sequence is DWSGYSGSF. The MHC is HLA-B08:02 with pseudo-sequence HLA-B08:02. The binding affinity (normalized) is 0.0847. (7) The peptide sequence is PFGQWDQTF. The MHC is HLA-A24:03 with pseudo-sequence HLA-A24:03. The binding affinity (normalized) is 0.506. (8) The MHC is HLA-B07:02 with pseudo-sequence HLA-B07:02. The binding affinity (normalized) is 0.0847. The peptide sequence is THYSGNIVH. (9) The peptide sequence is RVDFCGKGY. The MHC is HLA-B27:05 with pseudo-sequence HLA-B27:05. The binding affinity (normalized) is 0.236. (10) The peptide sequence is KLRQGNTLV. The MHC is HLA-A02:01 with pseudo-sequence HLA-A02:01. The binding affinity (normalized) is 0.381.